From a dataset of Forward reaction prediction with 1.9M reactions from USPTO patents (1976-2016). Predict the product of the given reaction. (1) The product is: [F:25][C:2]([F:1])([F:24])[C:3]1[CH:23]=[CH:22][C:6]([CH2:7][O:8][CH:9]2[CH2:14][CH2:13][NH:12][CH2:11][CH2:10]2)=[CH:5][CH:4]=1. Given the reactants [F:1][C:2]([F:25])([F:24])[C:3]1[CH:23]=[CH:22][C:6]([CH2:7][O:8][CH:9]2[CH2:14][CH2:13][N:12](C(OC(C)(C)C)=O)[CH2:11][CH2:10]2)=[CH:5][CH:4]=1, predict the reaction product. (2) Given the reactants [Cl:1][C:2]1[C:7]([Cl:8])=[CH:6][CH:5]=[CH:4][C:3]=1[S:9](Cl)(=[O:11])=[O:10].[CH3:13][S:14]([C:17]1[N:22]=[C:21]2[N:23]([CH3:33])[N:24]=[C:25]([C:26]3[CH:31]=[CH:30][C:29]([NH2:32])=[CH:28][CH:27]=3)[C:20]2=[CH:19][N:18]=1)(=[O:16])=[O:15].CCN(C(C)C)C(C)C, predict the reaction product. The product is: [Cl:1][C:2]1[C:7]([Cl:8])=[CH:6][CH:5]=[CH:4][C:3]=1[S:9]([NH:32][C:29]1[CH:28]=[CH:27][C:26]([C:25]2[C:20]3[C:21](=[N:22][C:17]([S:14]([CH3:13])(=[O:16])=[O:15])=[N:18][CH:19]=3)[N:23]([CH3:33])[N:24]=2)=[CH:31][CH:30]=1)(=[O:11])=[O:10].